Task: Predict the reactants needed to synthesize the given product.. Dataset: Full USPTO retrosynthesis dataset with 1.9M reactions from patents (1976-2016) (1) Given the product [CH3:1][N:2]([CH2:12][CH2:13][O:14][C:15]1[CH:28]=[CH:27][C:18]([CH2:19][CH:20]2[S:24][C:23](=[O:25])[NH:22][C:21]2=[O:26])=[CH:17][CH:16]=1)[C:3]1[S:4][C:5]2[CH:11]=[CH:10][CH:9]=[CH:8][C:6]=2[N:7]=1, predict the reactants needed to synthesize it. The reactants are: [CH3:1][N:2]([CH2:12][CH2:13][O:14][C:15]1[CH:28]=[CH:27][C:18]([CH:19]=[C:20]2[S:24][C:23](=[O:25])[NH:22][C:21]2=[O:26])=[CH:17][CH:16]=1)[C:3]1[S:4][C:5]2[CH:11]=[CH:10][CH:9]=[CH:8][C:6]=2[N:7]=1.[H][H]. (2) Given the product [CH2:27]([O:26][C:24]([C:22]1[CH:23]=[N:19][N:20]([CH:6]2[CH2:11][CH2:10][N:9]([C:12]([O:14][C:15]([CH3:18])([CH3:17])[CH3:16])=[O:13])[CH2:8][CH2:7]2)[CH:21]=1)=[O:25])[CH3:28], predict the reactants needed to synthesize it. The reactants are: CS(O[CH:6]1[CH2:11][CH2:10][N:9]([C:12]([O:14][C:15]([CH3:18])([CH3:17])[CH3:16])=[O:13])[CH2:8][CH2:7]1)(=O)=O.[NH:19]1[CH:23]=[C:22]([C:24]([O:26][CH2:27][CH3:28])=[O:25])[CH:21]=[N:20]1.[H-].[Na+].O. (3) Given the product [Cl:1]/[CH:2]=[CH:3]\[CH:7]1[CH2:12][CH2:11][CH2:10][CH2:9][CH2:8]1, predict the reactants needed to synthesize it. The reactants are: [Cl:1]/[CH:2]=[CH:3]\Cl.C([CH:7]1[CH2:12][CH2:11][CH2:10][CH2:9][CH2:8]1)=C. (4) Given the product [ClH:1].[F:41][C:39]1[CH:40]=[C:35]([CH:36]=[C:37]([F:42])[CH:38]=1)[CH2:34][C@H:25]([NH:26][C:31](=[O:33])[CH3:32])[C@H:24]([OH:28])[C@H:10]1[CH2:11][C@:12]([O:18][CH2:19][CH2:20][CH:21]([CH3:22])[CH3:23])([C:14]([F:17])([F:15])[F:16])[CH2:13][NH:9]1, predict the reactants needed to synthesize it. The reactants are: [ClH:1].C(OC([N:9]1[CH2:13][C@@:12]([O:18][CH2:19][CH2:20][CH:21]([CH3:23])[CH3:22])([C:14]([F:17])([F:16])[F:15])[CH2:11][C@@H:10]1[C@H:24]1[O:28]C(C)(C)[N:26]([C:31](=[O:33])[CH3:32])[C@H:25]1[CH2:34][C:35]1[CH:40]=[C:39]([F:41])[CH:38]=[C:37]([F:42])[CH:36]=1)=O)(C)(C)C. (5) Given the product [C:25]([O:29][C:30]([N:32]1[CH2:37][CH2:36][CH:35]([CH:38]=[C:1]([Br:5])[Br:2])[CH2:34][CH2:33]1)=[O:31])([CH3:28])([CH3:26])[CH3:27], predict the reactants needed to synthesize it. The reactants are: [C:1]([Br:5])(Br)(Br)[Br:2].C1(P(C2C=CC=CC=2)C2C=CC=CC=2)C=CC=CC=1.[C:25]([O:29][C:30]([N:32]1[CH2:37][CH2:36][CH:35]([CH:38]=O)[CH2:34][CH2:33]1)=[O:31])([CH3:28])([CH3:27])[CH3:26].CCOCC. (6) Given the product [CH2:1]([O:3][C:4](=[O:18])[CH2:5][CH:6]1[O:10][B:9]([OH:11])[C:8]2[CH:12]=[C:13]([O:17][C:22]3[S:21][C:20]([Br:19])=[N:24][N:23]=3)[CH:14]=[C:15]([CH3:16])[C:7]1=2)[CH3:2].[CH2:1]([O:3][C:4](=[O:18])[CH2:5][CH:6]1[O:10][B:9]([OH:11])[C:8]2[CH:12]=[C:13]([O:17][C:20]3[S:21][C:22]([N+:25]([O-:27])=[O:26])=[N:23][N:24]=3)[CH:14]=[C:15]([CH3:16])[C:7]1=2)[CH3:2], predict the reactants needed to synthesize it. The reactants are: [CH2:1]([O:3][C:4](=[O:18])[CH2:5][CH:6]1[O:10][B:9]([OH:11])[C:8]2[CH:12]=[C:13]([OH:17])[CH:14]=[C:15]([CH3:16])[C:7]1=2)[CH3:2].[Br:19][C:20]1[S:21][C:22]([N+:25]([O-:27])=[O:26])=[N:23][N:24]=1.C([O-])([O-])=O.[K+].[K+].[Br-].